The task is: Regression. Given a peptide amino acid sequence and an MHC pseudo amino acid sequence, predict their binding affinity value. This is MHC class I binding data.. This data is from Peptide-MHC class I binding affinity with 185,985 pairs from IEDB/IMGT. (1) The peptide sequence is KCMRTFFGWK. The MHC is HLA-A11:01 with pseudo-sequence HLA-A11:01. The binding affinity (normalized) is 0.346. (2) The peptide sequence is RQFPTAFTF. The MHC is Mamu-B3901 with pseudo-sequence Mamu-B3901. The binding affinity (normalized) is 0.664. (3) The peptide sequence is IEAGDEVFF. The MHC is HLA-A68:02 with pseudo-sequence HLA-A68:02. The binding affinity (normalized) is 0.0847. (4) The peptide sequence is RTLILAPTRV. The MHC is HLA-A02:06 with pseudo-sequence HLA-A02:06. The binding affinity (normalized) is 0.432. (5) The peptide sequence is DHQAAFQYI. The MHC is HLA-A68:02 with pseudo-sequence HLA-A68:02. The binding affinity (normalized) is 0.179. (6) The binding affinity (normalized) is 0.247. The peptide sequence is AVRNAKAAV. The MHC is HLA-C14:02 with pseudo-sequence HLA-C14:02. (7) The peptide sequence is WASRELERF. The MHC is HLA-A26:01 with pseudo-sequence HLA-A26:01. The binding affinity (normalized) is 0.